Dataset: Peptide-MHC class I binding affinity with 185,985 pairs from IEDB/IMGT. Task: Regression. Given a peptide amino acid sequence and an MHC pseudo amino acid sequence, predict their binding affinity value. This is MHC class I binding data. (1) The peptide sequence is SILSPFLPLL. The MHC is HLA-A02:06 with pseudo-sequence HLA-A02:06. The binding affinity (normalized) is 0.655. (2) The peptide sequence is TWLTYHGAI. The MHC is HLA-A01:01 with pseudo-sequence HLA-A01:01. The binding affinity (normalized) is 0. (3) The peptide sequence is VSRDFDDVY. The MHC is HLA-B39:01 with pseudo-sequence HLA-B39:01. The binding affinity (normalized) is 0.0847. (4) The peptide sequence is STVLFGLSY. The MHC is HLA-A02:03 with pseudo-sequence HLA-A02:03. The binding affinity (normalized) is 0. (5) The peptide sequence is KMSPGYVLGI. The MHC is HLA-A02:17 with pseudo-sequence HLA-A02:17. The binding affinity (normalized) is 0.313. (6) The peptide sequence is GFLSDHDYV. The MHC is H-2-Kb with pseudo-sequence H-2-Kb. The binding affinity (normalized) is 0.